This data is from Forward reaction prediction with 1.9M reactions from USPTO patents (1976-2016). The task is: Predict the product of the given reaction. Given the reactants Cl.[F:2][C:3]1[CH:8]=[CH:7][C:6]([C:9]2[CH:10]=[N:11][N:12]([CH2:14][C@@H:15]([NH2:17])[CH3:16])[CH:13]=2)=[CH:5][CH:4]=1.[CH3:18][C:19]1[N:24]=[C:23]([C:25](O)=[O:26])[C:22]([N:28]2[N:32]=[CH:31][CH:30]=[N:29]2)=[CH:21][CH:20]=1, predict the reaction product. The product is: [F:2][C:3]1[CH:4]=[CH:5][C:6]([C:9]2[CH:10]=[N:11][N:12]([CH2:14][C@@H:15]([NH:17][C:25]([C:23]3[C:22]([N:28]4[N:32]=[CH:31][CH:30]=[N:29]4)=[CH:21][CH:20]=[C:19]([CH3:18])[N:24]=3)=[O:26])[CH3:16])[CH:13]=2)=[CH:7][CH:8]=1.